Predict the reaction yield, written as a fraction of the theoretical maximum amount of product (1.0 means a 100% yield; for example, 0.34 means a 34% yield). From a dataset of Reaction yield outcomes from USPTO patents with 853,638 reactions. (1) The reactants are [N+:1]([C:4]1[CH:13]=[CH:12][C:7]([O:8][CH2:9][CH2:10][OH:11])=[CH:6][CH:5]=1)([O-])=O.CO.[H][H]. The catalyst is [Pd].C(OCC)(=O)C. The product is [NH2:1][C:4]1[CH:5]=[CH:6][C:7]([O:8][CH2:9][CH2:10][OH:11])=[CH:12][CH:13]=1. The yield is 0.990. (2) The yield is 0.440. No catalyst specified. The product is [Cl:14][C:9]1[C:10]2[C@H:2]([CH3:1])[CH2:3][CH2:4][C:5]=2[N:6]=[CH:7][N:8]=1. The reactants are [CH3:1][C@H:2]1[C:10]2[C:9](O)=[N:8][CH:7]=[N:6][C:5]=2[CH2:4][CH2:3]1.O=P(Cl)(Cl)[Cl:14]. (3) The reactants are [CH3:1][C:2]1[CH:11]=[CH:10][C:9]2[C:4](=[CH:5][CH:6]=[CH:7][C:8]=2[N:12]2[CH2:17][CH2:16][N:15]([CH2:18][C:19]([C:21]3[CH:22]=[CH:23][C:24]4[O:29][CH2:28][C:27](=[O:30])[NH:26][C:25]=4[CH:31]=3)=O)[CH2:14][CH2:13]2)[N:3]=1.C([O-])(=O)C.[NH4+].C([BH3-])#[N:38].[Na+]. The catalyst is CO. The product is [NH2:38][CH:19]([C:21]1[CH:22]=[CH:23][C:24]2[O:29][CH2:28][C:27](=[O:30])[NH:26][C:25]=2[CH:31]=1)[CH2:18][N:15]1[CH2:14][CH2:13][N:12]([C:8]2[CH:7]=[CH:6][CH:5]=[C:4]3[C:9]=2[CH:10]=[CH:11][C:2]([CH3:1])=[N:3]3)[CH2:17][CH2:16]1. The yield is 0.530. (4) The reactants are Br[C:2]1[CH:3]=[C:4]2[C:10]([C:11]3[CH:12]=[N:13][N:14]([CH2:16][C:17]4[CH:22]=[CH:21][CH:20]=[C:19]([C:23]([F:26])([F:25])[F:24])[CH:18]=4)[CH:15]=3)=[CH:9][N:8]([S:27]([C:30]3[CH:36]=[CH:35][C:33]([CH3:34])=[CH:32][CH:31]=3)(=[O:29])=[O:28])[C:5]2=[N:6][CH:7]=1.CC1(C)C(C)(C)OB([C:45]2[CH:46]=[C:47]([NH:51][S:52]([CH3:55])(=[O:54])=[O:53])[CH:48]=[CH:49][CH:50]=2)O1.C(=O)([O-])[O-].[Na+].[Na+]. The catalyst is Cl[Pd](Cl)([P](C1C=CC=CC=1)(C1C=CC=CC=1)C1C=CC=CC=1)[P](C1C=CC=CC=1)(C1C=CC=CC=1)C1C=CC=CC=1.C1(C)C=CC=CC=1.C(O)C.O. The product is [S:27]([N:8]1[C:5]2=[N:6][CH:7]=[C:2]([C:45]3[CH:46]=[C:47]([NH:51][S:52]([CH3:55])(=[O:53])=[O:54])[CH:48]=[CH:49][CH:50]=3)[CH:3]=[C:4]2[C:10]([C:11]2[CH:12]=[N:13][N:14]([CH2:16][C:17]3[CH:22]=[CH:21][CH:20]=[C:19]([C:23]([F:26])([F:25])[F:24])[CH:18]=3)[CH:15]=2)=[CH:9]1)([C:30]1[CH:36]=[CH:35][C:33]([CH3:34])=[CH:32][CH:31]=1)(=[O:29])=[O:28]. The yield is 0.984. (5) The catalyst is C(Cl)Cl. The yield is 1.00. The reactants are [C:1]([O:9][CH2:10][C:11]1[C:12]([N:17]2[CH2:21][CH2:20][C@@H:19]([N:22](C(OC(C)(C)C)=O)[CH2:23][CH3:24])[CH2:18]2)=[N:13][CH:14]=[CH:15][CH:16]=1)(=[O:8])[C:2]1[CH:7]=[CH:6][CH:5]=[CH:4][CH:3]=1.FC(F)(F)C(O)=O. The product is [C:1]([O:9][CH2:10][C:11]1[C:12]([N:17]2[CH2:21][CH2:20][C@@H:19]([NH:22][CH2:23][CH3:24])[CH2:18]2)=[N:13][CH:14]=[CH:15][CH:16]=1)(=[O:8])[C:2]1[CH:7]=[CH:6][CH:5]=[CH:4][CH:3]=1. (6) The reactants are [Cl:1][C:2]1[CH:3]=[C:4]([N:9]=[C:10]=[S:11])[CH:5]=[CH:6][C:7]=1[Br:8].[CH2:12]([O:14][C:15]1[CH:16]=[C:17]([CH:22]=[CH:23][CH:24]=1)[C:18]([NH:20][NH2:21])=O)[CH3:13]. No catalyst specified. The product is [Cl:1][C:2]1[CH:3]=[C:4]([NH:9][C:10]2[S:11][C:18]([C:17]3[CH:22]=[CH:23][CH:24]=[C:15]([O:14][CH2:12][CH3:13])[CH:16]=3)=[N:20][N:21]=2)[CH:5]=[CH:6][C:7]=1[Br:8]. The yield is 0.690. (7) The reactants are [Cl:1][C:2]1[CH:10]=[C:9]2[C:5]([C:6]([CH:11]=[O:12])=[CH:7][NH:8]2)=[CH:4][C:3]=1[C:13]1[CH:18]=[CH:17][C:16]([CH2:19][OH:20])=[CH:15][CH:14]=1.CC(=CC)C.Cl([O-])=[O:27].[Na+].O.OP([O-])(O)=O.[Na+]. The catalyst is CC#N.C(O)(C)(C)C.O.CCOC(C)=O. The product is [Cl:1][C:2]1[CH:10]=[C:9]2[C:5]([C:6]([C:11]([OH:27])=[O:12])=[CH:7][NH:8]2)=[CH:4][C:3]=1[C:13]1[CH:18]=[CH:17][C:16]([CH2:19][OH:20])=[CH:15][CH:14]=1. The yield is 0.410. (8) The reactants are [C:1]([Si:5]([CH3:24])([CH3:23])[O:6][C:7]1[CH:12]=[C:11]([C:13]([CH3:21])([CH3:20])[O:14][SiH2:15][C:16]([CH3:19])([CH3:18])[CH3:17])[CH:10]=[CH:9][C:8]=1[F:22])([CH3:4])([CH3:3])[CH3:2].[Li]C(CC)C.B(OC)(OC)[O:31]C.C(O)(=O)C.OO.O. The catalyst is C1COCC1. The product is [C:1]([Si:5]([CH3:24])([CH3:23])[O:6][C:7]1[C:8]([F:22])=[C:9]([OH:31])[CH:10]=[C:11]([C:13]([CH3:21])([CH3:20])[O:14][SiH2:15][C:16]([CH3:19])([CH3:18])[CH3:17])[CH:12]=1)([CH3:4])([CH3:3])[CH3:2]. The yield is 0.640. (9) The reactants are [H-].[Li+].C(S)CC.[CH3:7][O:8][C:9]1[CH:26]=[C:25]([C:27]([O-:29])=[O:28])[CH:24]=[C:23]2[C:10]=1[C@H:11]1[C@H:20]([CH2:21][S:22]2(=[O:31])=[O:30])[C@:19]2([CH3:32])[C@H:14]([C:15]([CH3:34])([CH3:33])[CH2:16][CH2:17][CH2:18]2)[CH2:13][CH2:12]1. The catalyst is CN(P(N(C)C)(N(C)C)=O)C. The product is [CH3:7][O:8][C:9]1[CH:26]=[C:25]([C:27]([OH:29])=[O:28])[CH:24]=[C:23]2[C:10]=1[C@H:11]1[C@H:20]([CH2:21][S:22]2(=[O:31])=[O:30])[C@:19]2([CH3:32])[C@H:14]([C:15]([CH3:34])([CH3:33])[CH2:16][CH2:17][CH2:18]2)[CH2:13][CH2:12]1. The yield is 0.950. (10) The reactants are [OH:1][C:2]1[C:11]2[C:6](=[N:7][CH:8]=[CH:9][CH:10]=2)[N:5]([CH2:12][CH2:13][CH:14]([CH3:16])[CH3:15])[C:4](=[O:17])[C:3]=1[C:18]1[NH:23][C:22]2[CH:24]=[CH:25][C:26]([NH:28][S:29]([N:32]3CCOC3=O)(=[O:31])=[O:30])=[CH:27][C:21]=2[S:20](=[O:39])(=[O:38])[N:19]=1.[CH3:40][C:41]([O:44][C:45]([NH:47][CH2:48][CH2:49]N)=[O:46])([CH3:43])[CH3:42]. The catalyst is C(#N)C. The product is [OH:1][C:2]1[C:11]2[C:6](=[N:7][CH:8]=[CH:9][CH:10]=2)[N:5]([CH2:12][CH2:13][CH:14]([CH3:16])[CH3:15])[C:4](=[O:17])[C:3]=1[C:18]1[NH:23][C:22]2[CH:24]=[CH:25][C:26]([NH:28][S:29]([NH:32][CH2:49][CH2:48][NH:47][C:45](=[O:46])[O:44][C:41]([CH3:43])([CH3:42])[CH3:40])(=[O:30])=[O:31])=[CH:27][C:21]=2[S:20](=[O:38])(=[O:39])[N:19]=1. The yield is 0.200.